Dataset: Peptide-MHC class I binding affinity with 185,985 pairs from IEDB/IMGT. Task: Regression. Given a peptide amino acid sequence and an MHC pseudo amino acid sequence, predict their binding affinity value. This is MHC class I binding data. (1) The peptide sequence is ELTTVFIKY. The MHC is HLA-A03:01 with pseudo-sequence HLA-A03:01. The binding affinity (normalized) is 0.483. (2) The peptide sequence is SLLKETIQK. The MHC is HLA-A31:01 with pseudo-sequence HLA-A31:01. The binding affinity (normalized) is 0.0848. (3) The peptide sequence is SSARYDVAL. The MHC is HLA-B07:02 with pseudo-sequence HLA-B07:02. The binding affinity (normalized) is 0.0847. (4) The binding affinity (normalized) is 0. The peptide sequence is TQIGCTLNF. The MHC is HLA-B35:03 with pseudo-sequence HLA-B35:03. (5) The peptide sequence is YIFRNTINM. The MHC is HLA-A01:01 with pseudo-sequence HLA-A01:01. The binding affinity (normalized) is 0.0847. (6) The peptide sequence is EEYVDYMPV. The MHC is HLA-B40:01 with pseudo-sequence HLA-B40:01. The binding affinity (normalized) is 0.515. (7) The binding affinity (normalized) is 0.562. The MHC is Mamu-B8301 with pseudo-sequence Mamu-B8301. The peptide sequence is SGADANCSPR. (8) The peptide sequence is YTPKIVGGI. The MHC is Mamu-A02 with pseudo-sequence Mamu-A02. The binding affinity (normalized) is 0.153. (9) The peptide sequence is SVAGSCNNY. The MHC is HLA-A02:06 with pseudo-sequence HLA-A02:06. The binding affinity (normalized) is 0.132.